Dataset: Full USPTO retrosynthesis dataset with 1.9M reactions from patents (1976-2016). Task: Predict the reactants needed to synthesize the given product. (1) The reactants are: [CH3:1][CH:2]([CH3:22])[CH2:3][C@H:4]([N:8]1[CH2:16][C:15]2[C:10](=[CH:11][CH:12]=[CH:13][C:14]=2[C:17]([F:20])([F:19])[F:18])[C:9]1=[O:21])[C:5]([OH:7])=O.C(Cl)(=O)C(Cl)=O.[NH2:29][C:30]1[CH:35]=[N:34][CH:33]=[CH:32][N:31]=1.N1C(C)=CC=CC=1C. Given the product [N:31]1[CH:32]=[CH:33][N:34]=[CH:35][C:30]=1[NH:29][C:5](=[O:7])[C@@H:4]([N:8]1[CH2:16][C:15]2[C:10](=[CH:11][CH:12]=[CH:13][C:14]=2[C:17]([F:19])([F:18])[F:20])[C:9]1=[O:21])[CH2:3][CH:2]([CH3:22])[CH3:1], predict the reactants needed to synthesize it. (2) The reactants are: [N+:1]([C:4]1[CH:9]=[CH:8][CH:7]=[CH:6][C:5]=1[S:10](Cl)(=[O:12])=[O:11])([O-:3])=[O:2].[CH3:14][OH:15].C[O-].[Na+].Cl. Given the product [CH3:14][O:15][S:10]([C:5]1[CH:6]=[CH:7][CH:8]=[CH:9][C:4]=1[N+:1]([O-:3])=[O:2])(=[O:11])=[O:12], predict the reactants needed to synthesize it. (3) Given the product [Cl:1][C:2]1[N:7]=[C:6]([C:8]([NH:62][C:55]2[CH:54]=[C:53]([C:48]3[CH:49]=[CH:50][CH:51]=[C:52]4[C:47]=3[CH:46]=[CH:45][NH:44]4)[CH:61]=[C:60]3[C:56]=2[CH:57]=[N:58][NH:59]3)=[O:10])[CH:5]=[CH:4][CH:3]=1, predict the reactants needed to synthesize it. The reactants are: [Cl:1][C:2]1[N:7]=[C:6]([C:8]([OH:10])=O)[CH:5]=[CH:4][CH:3]=1.F[P-](F)(F)(F)(F)F.N1(OC(N(C)C)=[N+](C)C)C2N=CC=CC=2N=N1.CCN(C(C)C)C(C)C.[NH:44]1[C:52]2[C:47](=[C:48]([C:53]3[CH:54]=[C:55]([NH2:62])[C:56]4[CH:57]=[N:58][NH:59][C:60]=4[CH:61]=3)[CH:49]=[CH:50][CH:51]=2)[CH:46]=[CH:45]1. (4) Given the product [Cl:1][C:2]1[C:7]([N:8]2[CH2:9][CH2:10][C:11](=[O:14])[CH2:12][CH2:13]2)=[CH:6][C:5]([C:15]#[N:16])=[CH:4][C:3]=1[NH:17][C:18]1[N:23]=[C:22]([N:24]([CH:34]2[CH2:35][CH2:36]2)[CH2:25][C:26]2[CH:27]=[CH:28][C:29]([O:32][CH3:33])=[CH:30][CH:31]=2)[C:21]2=[N:37][CH:38]=[C:39]([C:40]#[N:41])[N:20]2[N:19]=1, predict the reactants needed to synthesize it. The reactants are: [Cl:1][C:2]1[C:7]([N:8]2[CH2:13][CH2:12][CH:11]([OH:14])[CH2:10][CH2:9]2)=[CH:6][C:5]([C:15]#[N:16])=[CH:4][C:3]=1[NH:17][C:18]1[N:23]=[C:22]([N:24]([CH:34]2[CH2:36][CH2:35]2)[CH2:25][C:26]2[CH:31]=[CH:30][C:29]([O:32][CH3:33])=[CH:28][CH:27]=2)[C:21]2=[N:37][CH:38]=[C:39]([C:40]#[N:41])[N:20]2[N:19]=1.CC(OI1(OC(C)=O)(OC(C)=O)OC(=O)C2C=CC=CC1=2)=O. (5) Given the product [CH3:1][C:2]1[N:6]([C:7]2[CH:8]=[CH:9][CH:10]=[CH:11][CH:12]=2)[C:5]([NH2:13])=[CH:4][N:3]=1, predict the reactants needed to synthesize it. The reactants are: [CH3:1][C:2]1[N:6]([C:7]2[CH:12]=[CH:11][CH:10]=[CH:9][CH:8]=2)[C:5]([NH:13]C(=O)OCC2C=CC=CC=2)=[CH:4][N:3]=1. (6) The reactants are: N1C=CC=CC=1.S(=O)(=O)=O.[O:11]1[CH2:16][CH2:15][CH:14]([O:17][C:18](=[O:46])[NH:19][C:20]2([C:26]([NH:28][C@@H:29]([CH:43]([CH3:45])[CH3:44])[CH:30]([OH:42])[C:31]([NH:33][C@H:34]3[CH2:40][CH2:39][CH2:38][CH2:37][NH:36][C:35]3=[O:41])=[O:32])=[O:27])[CH2:25][CH2:24][CH2:23][CH2:22][CH2:21]2)[CH2:13][CH2:12]1.C(N(CC)C(C)C)(C)C. Given the product [O:11]1[CH2:16][CH2:15][CH:14]([O:17][C:18](=[O:46])[NH:19][C:20]2([C:26]([NH:28][C@@H:29]([CH:43]([CH3:44])[CH3:45])[C:30](=[O:42])[C:31]([NH:33][C@H:34]3[CH2:40][CH2:39][CH2:38][CH2:37][NH:36][C:35]3=[O:41])=[O:32])=[O:27])[CH2:21][CH2:22][CH2:23][CH2:24][CH2:25]2)[CH2:13][CH2:12]1, predict the reactants needed to synthesize it. (7) Given the product [CH3:3][C:4]1([CH3:20])[O:8][CH:7]([CH2:9][O:10][C:11]2[CH:12]=[C:13]([CH:14]=[CH:15][CH:16]=2)[NH2:17])[CH2:6][O:5]1, predict the reactants needed to synthesize it. The reactants are: [NH4+].[Cl-].[CH3:3][C:4]1([CH3:20])[O:8][CH:7]([CH2:9][O:10][C:11]2[CH:16]=[CH:15][CH:14]=[C:13]([N+:17]([O-])=O)[CH:12]=2)[CH2:6][O:5]1.C(O)(C)C. (8) Given the product [OH:22][NH:21][C:15]([C:13]1[CH:12]=[CH:11][C:8]2[CH2:9][NH:10][C@@H:4]([CH:1]([CH3:3])[CH3:2])[CH2:5][O:6][C:7]=2[CH:14]=1)=[O:17], predict the reactants needed to synthesize it. The reactants are: [CH:1]([C@@H:4]1[NH:10][CH2:9][C:8]2[CH:11]=[CH:12][C:13]([C:15]([O:17]C)=O)=[CH:14][C:7]=2[O:6][CH2:5]1)([CH3:3])[CH3:2].CO.[NH2:21][OH:22].[OH-].[Na+].